Dataset: Forward reaction prediction with 1.9M reactions from USPTO patents (1976-2016). Task: Predict the product of the given reaction. (1) Given the reactants [F:1][C:2]([F:14])([F:13])[C:3]1[CH:4]=[C:5]2[C:9](=[CH:10][CH:11]=1)[C:8](=[O:12])[CH2:7][CH2:6]2.[BH4-].[Na+].CO, predict the reaction product. The product is: [F:1][C:2]([F:13])([F:14])[C:3]1[CH:4]=[C:5]2[C:9](=[CH:10][CH:11]=1)[CH:8]([OH:12])[CH2:7][CH2:6]2. (2) Given the reactants Cl.[NH2:2][C@H:3]([CH2:33][C:34]1[CH:39]=[CH:38][CH:37]=[CH:36][C:35]=1[C:40]([F:43])([F:42])[F:41])[C:4]([N:6]1[CH2:11][CH2:10][CH:9]([N:12]2[N:21]=[C:20]([C:22]3[CH:27]=[CH:26][C:25]([O:28][CH3:29])=[C:24]([O:30][CH3:31])[CH:23]=3)[C@@H:19]3[C@@H:14]([CH2:15][CH2:16][CH2:17][CH2:18]3)[C:13]2=[O:32])[CH2:8][CH2:7]1)=[O:5].[CH:44]1([CH2:47][O:48][C:49]2[CH:57]=[CH:56][C:52]3[O:53][CH2:54][O:55][C:51]=3[C:50]=2[C:58]2[C:59]3[NH:66][CH:65]=[C:64]([C:67](O)=[O:68])[C:60]=3[N:61]=[CH:62][N:63]=2)[CH2:46][CH2:45]1.CN(C(ON1N=NC2C=CC=NC1=2)=[N+](C)C)C.F[P-](F)(F)(F)(F)F.CCN(C(C)C)C(C)C.C(=O)(O)[O-].[Na+], predict the reaction product. The product is: [CH:44]1([CH2:47][O:48][C:49]2[CH:57]=[CH:56][C:52]3[O:53][CH2:54][O:55][C:51]=3[C:50]=2[C:58]2[C:59]3[NH:66][CH:65]=[C:64]([C:67]([NH:2][C@H:3]([CH2:33][C:34]4[CH:39]=[CH:38][CH:37]=[CH:36][C:35]=4[C:40]([F:42])([F:41])[F:43])[C:4]([N:6]4[CH2:7][CH2:8][CH:9]([N:12]5[N:21]=[C:20]([C:22]6[CH:27]=[CH:26][C:25]([O:28][CH3:29])=[C:24]([O:30][CH3:31])[CH:23]=6)[C@@H:19]6[C@@H:14]([CH2:15][CH2:16][CH2:17][CH2:18]6)[C:13]5=[O:32])[CH2:10][CH2:11]4)=[O:5])=[O:68])[C:60]=3[N:61]=[CH:62][N:63]=2)[CH2:45][CH2:46]1. (3) Given the reactants Br[C:2]1[CH:3]=[N:4][CH:5]=[CH:6][CH:7]=1.[NH2:8][C:9]1[C:10]([C:14]([O:16][CH3:17])=[O:15])=[N:11][NH:12][CH:13]=1, predict the reaction product. The product is: [NH2:8][C:9]1[C:10]([C:14]([O:16][CH3:17])=[O:15])=[N:11][N:12]([C:2]2[CH:3]=[N:4][CH:5]=[CH:6][CH:7]=2)[CH:13]=1. (4) Given the reactants Br[C:2]1[N:6]([S:7]([C:10]2[CH:11]=[N:12][C:13]([O:16][CH3:17])=[CH:14][CH:15]=2)(=[O:9])=[O:8])[CH:5]=[C:4]([CH2:18][N:19]([CH3:27])[C:20](=[O:26])[O:21][C:22]([CH3:25])([CH3:24])[CH3:23])[CH:3]=1.[F:28][C:29]1[C:34](B(O)O)=[CH:33][CH:32]=[CH:31][N:30]=1.C(=O)([O-])[O-].[Na+].[Na+], predict the reaction product. The product is: [F:28][C:29]1[C:34]([C:2]2[N:6]([S:7]([C:10]3[CH:11]=[N:12][C:13]([O:16][CH3:17])=[CH:14][CH:15]=3)(=[O:9])=[O:8])[CH:5]=[C:4]([CH2:18][N:19]([CH3:27])[C:20](=[O:26])[O:21][C:22]([CH3:25])([CH3:24])[CH3:23])[CH:3]=2)=[CH:33][CH:32]=[CH:31][N:30]=1.